This data is from Catalyst prediction with 721,799 reactions and 888 catalyst types from USPTO. The task is: Predict which catalyst facilitates the given reaction. Reactant: [Br:1][C:2]1[CH:3]=[CH:4][C:5]([F:10])=[C:6]([CH:9]=1)[CH:7]=O.[CH3:11][O:12][CH:13]([O:16][CH3:17])[CH2:14][NH2:15]. Product: [Br:1][C:2]1[CH:3]=[CH:4][C:5]([F:10])=[C:6]([CH:9]=1)[CH:7]=[N:15][CH2:14][CH:13]([O:16][CH3:17])[O:12][CH3:11]. The catalyst class is: 11.